This data is from NCI-60 drug combinations with 297,098 pairs across 59 cell lines. The task is: Regression. Given two drug SMILES strings and cell line genomic features, predict the synergy score measuring deviation from expected non-interaction effect. (1) Drug 1: CC1C(C(CC(O1)OC2CC(CC3=C2C(=C4C(=C3O)C(=O)C5=C(C4=O)C(=CC=C5)OC)O)(C(=O)C)O)N)O.Cl. Drug 2: C#CCC(CC1=CN=C2C(=N1)C(=NC(=N2)N)N)C3=CC=C(C=C3)C(=O)NC(CCC(=O)O)C(=O)O. Cell line: KM12. Synergy scores: CSS=16.0, Synergy_ZIP=-5.47, Synergy_Bliss=-2.82, Synergy_Loewe=-1.32, Synergy_HSA=-1.45. (2) Drug 1: CC12CCC(CC1=CCC3C2CCC4(C3CC=C4C5=CN=CC=C5)C)O. Drug 2: C1CN1P(=S)(N2CC2)N3CC3. Cell line: HOP-92. Synergy scores: CSS=7.93, Synergy_ZIP=-4.37, Synergy_Bliss=-9.04, Synergy_Loewe=-8.53, Synergy_HSA=-8.06. (3) Drug 1: CC1C(C(=O)NC(C(=O)N2CCCC2C(=O)N(CC(=O)N(C(C(=O)O1)C(C)C)C)C)C(C)C)NC(=O)C3=C4C(=C(C=C3)C)OC5=C(C(=O)C(=C(C5=N4)C(=O)NC6C(OC(=O)C(N(C(=O)CN(C(=O)C7CCCN7C(=O)C(NC6=O)C(C)C)C)C)C(C)C)C)N)C. Drug 2: COCCOC1=C(C=C2C(=C1)C(=NC=N2)NC3=CC=CC(=C3)C#C)OCCOC.Cl. Cell line: LOX IMVI. Synergy scores: CSS=14.9, Synergy_ZIP=13.7, Synergy_Bliss=19.7, Synergy_Loewe=13.2, Synergy_HSA=13.8. (4) Drug 1: CC1CCC2CC(C(=CC=CC=CC(CC(C(=O)C(C(C(=CC(C(=O)CC(OC(=O)C3CCCCN3C(=O)C(=O)C1(O2)O)C(C)CC4CCC(C(C4)OC)OCCO)C)C)O)OC)C)C)C)OC. Drug 2: CC1=C(C(=O)C2=C(C1=O)N3CC4C(C3(C2COC(=O)N)OC)N4)N. Cell line: IGROV1. Synergy scores: CSS=9.26, Synergy_ZIP=-2.25, Synergy_Bliss=2.90, Synergy_Loewe=1.24, Synergy_HSA=0.590. (5) Drug 1: CNC(=O)C1=CC=CC=C1SC2=CC3=C(C=C2)C(=NN3)C=CC4=CC=CC=N4. Drug 2: CC1=C(C(=O)C2=C(C1=O)N3CC4C(C3(C2COC(=O)N)OC)N4)N. Cell line: T-47D. Synergy scores: CSS=19.8, Synergy_ZIP=-2.85, Synergy_Bliss=-2.75, Synergy_Loewe=-23.8, Synergy_HSA=-3.22. (6) Drug 1: C1=CC=C(C(=C1)C(C2=CC=C(C=C2)Cl)C(Cl)Cl)Cl. Drug 2: CN1C2=C(C=C(C=C2)N(CCCl)CCCl)N=C1CCCC(=O)O.Cl. Cell line: BT-549. Synergy scores: CSS=-0.567, Synergy_ZIP=4.99, Synergy_Bliss=9.32, Synergy_Loewe=2.84, Synergy_HSA=2.54.